The task is: Predict the reactants needed to synthesize the given product.. This data is from Full USPTO retrosynthesis dataset with 1.9M reactions from patents (1976-2016). (1) Given the product [CH2:51]([O:50][C:44](=[O:49])[CH2:45][C:9](=[O:11])[C:8]1[CH:12]=[CH:13][CH:14]=[C:6]([N:1]2[CH:5]=[CH:4][N:3]=[N:2]2)[CH:7]=1)[CH3:52], predict the reactants needed to synthesize it. The reactants are: [N:1]1([C:6]2[CH:7]=[C:8]([CH:12]=[CH:13][CH:14]=2)[C:9]([OH:11])=O)[CH:5]=[CH:4][N:3]=[N:2]1.N(C1C=C(C=CC=1)C(OC)=O)=[N+]=[N-].[OH-].[Na+].ClC(OCC)=O.CCN(CC)CC.[K+].[C:44]([O:50][CH2:51][CH3:52])(=[O:49])[CH2:45]C([O-])=O.[Mg+2].[Cl-].[Cl-]. (2) Given the product [N:13]([C:7]1[CH:6]=[C:5]([NH:4][C:2](=[O:3])[CH3:1])[CH:10]=[CH:9][C:8]=1[O:11][CH3:12])=[C:28]=[S:29], predict the reactants needed to synthesize it. The reactants are: [CH3:1][C:2]([NH:4][C:5]1[CH:10]=[CH:9][C:8]([O:11][CH3:12])=[C:7]([NH2:13])[CH:6]=1)=[O:3].C(OC1C=CC(C(N)=O)=CC=1N=[C:28]=[S:29])(C)C. (3) Given the product [Cl:1][C:2]1[N:7]=[CH:6][C:5]2[C:8]([O:30][CH:32]([F:38])[F:37])=[N:9][N:10]([C:11]([C:18]3[CH:23]=[CH:22][CH:21]=[CH:20][CH:19]=3)([C:12]3[CH:13]=[CH:14][CH:15]=[CH:16][CH:17]=3)[C:24]3[CH:25]=[CH:26][CH:27]=[CH:28][CH:29]=3)[C:4]=2[CH:3]=1, predict the reactants needed to synthesize it. The reactants are: [Cl:1][C:2]1[N:7]=[CH:6][C:5]2[C:8](=[O:30])[NH:9][N:10]([C:11]([C:24]3[CH:29]=[CH:28][CH:27]=[CH:26][CH:25]=3)([C:18]3[CH:23]=[CH:22][CH:21]=[CH:20][CH:19]=3)[C:12]3[CH:17]=[CH:16][CH:15]=[CH:14][CH:13]=3)[C:4]=2[CH:3]=1.Cl[C:32]([F:38])([F:37])C(OC)=O.C([O-])([O-])=O.[K+].[K+]. (4) Given the product [Br:14][C:12]1[NH:11][CH:10]=[N:9][C:8]=1[C:5]1[CH:6]=[CH:7][C:2]([F:1])=[C:3]([CH3:13])[CH:4]=1, predict the reactants needed to synthesize it. The reactants are: [F:1][C:2]1[CH:7]=[CH:6][C:5]([C:8]2[N:9]=[CH:10][NH:11][CH:12]=2)=[CH:4][C:3]=1[CH3:13].[Br:14]N1C(=O)CCC1=O. (5) Given the product [F:1][C:2]1([F:26])[CH2:7][CH2:6][C:5]([CH2:9][NH:10][C:11]([C:13]2[C:14]3[CH:15]=[CH:16][C:17]([N:45]4[CH2:46][CH2:47][CH:43]([N:38]5[CH2:42][CH2:41][CH2:40][CH2:39]5)[CH2:44]4)=[N:18][C:19]=3[CH:20]=[CH:21][C:22]=2[Cl:23])=[O:12])([OH:8])[CH2:4][CH:3]1[CH3:25], predict the reactants needed to synthesize it. The reactants are: [F:1][C:2]1([F:26])[CH2:7][CH2:6][C:5]([CH2:9][NH:10][C:11]([C:13]2[C:14]3[CH:15]=[CH:16][C:17](Cl)=[N:18][C:19]=3[CH:20]=[CH:21][C:22]=2[Cl:23])=[O:12])([OH:8])[CH2:4][CH:3]1[CH3:25].CCN(C(C)C)C(C)C.Cl.Cl.[N:38]1([CH:43]2[CH2:47][CH2:46][NH:45][CH2:44]2)[CH2:42][CH2:41][CH2:40][CH2:39]1. (6) Given the product [NH2:15][C:16]1[CH:21]=[CH:20][C:19]([CH:22]2[CH2:26][NH:25][CH:24]([C:34]([NH:35][CH3:36])=[O:37])[CH2:23]2)=[CH:18][C:17]=1[O:38][CH3:39], predict the reactants needed to synthesize it. The reactants are: FC(F)(F)C(O)=O.C(OC([NH:15][C:16]1[CH:21]=[CH:20][C:19]([CH:22]2[CH2:26][N:25](C(OC(C)(C)C)=O)[CH:24]([C:34](=[O:37])[NH:35][CH3:36])[CH2:23]2)=[CH:18][C:17]=1[O:38][CH3:39])=O)(C)(C)C.